This data is from Forward reaction prediction with 1.9M reactions from USPTO patents (1976-2016). The task is: Predict the product of the given reaction. (1) The product is: [Cl:1][C:12]1[CH:13]=[CH:14][C:15]([O:39][CH3:40])=[C:16]([S:18]([NH:21][C:22]2[CH:23]=[C:24]([CH:36]=[CH:37][CH:38]=2)[C:25]([NH:27][C:28]2[CH:33]=[CH:32][C:31]([C:34](=[NH:35])[NH:2][OH:3])=[CH:30][CH:29]=2)=[O:26])(=[O:19])=[O:20])[CH:17]=1. Given the reactants [ClH:1].[NH2:2][OH:3].C(N(CC)CC)C.Cl[C:12]1[CH:13]=[CH:14][C:15]([O:39][CH3:40])=[C:16]([S:18]([NH:21][C:22]2[CH:23]=[C:24]([CH:36]=[CH:37][CH:38]=2)[C:25]([NH:27][C:28]2[CH:33]=[CH:32][C:31]([C:34]#[N:35])=[CH:30][CH:29]=2)=[O:26])(=[O:20])=[O:19])[CH:17]=1, predict the reaction product. (2) Given the reactants [N:1]1([CH2:8][CH2:9][N:10]2[CH2:15][CH2:14][CH:13]([NH:16][C:17]([C:19]3[NH:20][C:21]4[C:26]([CH:27]=3)=[C:25]([O:28][CH2:29][CH:30]([CH3:32])[CH3:31])[CH:24]=[CH:23][CH:22]=4)=[O:18])[CH2:12][CH2:11]2)[CH2:7]C[CH2:5][CH2:4][CH2:3][CH2:2]1.Cl.Cl.Cl.NC1CCN(CCN2CCC([OH:51])CC2)CC1, predict the reaction product. The product is: [OH:51][CH:4]1[CH2:3][CH2:2][N:1]([CH2:8][CH2:9][N:10]2[CH2:11][CH2:12][CH:13]([NH:16][C:17]([C:19]3[NH:20][C:21]4[C:26]([CH:27]=3)=[C:25]([O:28][CH2:29][CH:30]([CH3:32])[CH3:31])[CH:24]=[CH:23][CH:22]=4)=[O:18])[CH2:14][CH2:15]2)[CH2:7][CH2:5]1. (3) Given the reactants Cl[C:2]1[C:11]2[C:6](=[CH:7][C:8]([O:14][CH2:15][CH2:16][CH2:17][N:18]3[CH2:22][CH2:21][CH2:20][CH2:19]3)=[C:9]([O:12][CH3:13])[CH:10]=2)[N:5]=[CH:4][N:3]=1.[OH:23][C:24]1[CH:32]=[C:31]2[C:27]([CH:28]=[CH:29][NH:30]2)=[CH:26][CH:25]=1.C(=O)([O-])[O-].[K+].[K+], predict the reaction product. The product is: [CH3:13][O:12][C:9]1[CH:10]=[C:11]2[C:6](=[CH:7][C:8]=1[O:14][CH2:15][CH2:16][CH2:17][N:18]1[CH2:22][CH2:21][CH2:20][CH2:19]1)[N:5]=[CH:4][N:3]=[C:2]2[O:23][C:24]1[CH:32]=[C:31]2[C:27]([CH:28]=[CH:29][NH:30]2)=[CH:26][CH:25]=1. (4) Given the reactants C[O:2][C:3]([C:5]1[CH:18]=[CH:17][C:16]2[C:15]3([CH2:19][CH3:20])[CH:10]([CH2:11][C:12]([OH:22])([CH3:21])[CH2:13][CH2:14]3)[CH2:9][CH2:8][C:7]=2[CH:6]=1)=[O:4].O.[OH-].[Li+], predict the reaction product. The product is: [CH2:19]([C:15]12[CH2:14][CH2:13][C:12]([OH:22])([CH3:21])[CH2:11][CH:10]1[CH2:9][CH2:8][C:7]1[CH:6]=[C:5]([C:3]([OH:4])=[O:2])[CH:18]=[CH:17][C:16]2=1)[CH3:20].